Regression. Given a peptide amino acid sequence and an MHC pseudo amino acid sequence, predict their binding affinity value. This is MHC class I binding data. From a dataset of Peptide-MHC class I binding affinity with 185,985 pairs from IEDB/IMGT. (1) The peptide sequence is PEYFNSVCRL. The MHC is HLA-B40:02 with pseudo-sequence HLA-B40:02. The binding affinity (normalized) is 0.341. (2) The peptide sequence is RGGRAFVTI. The MHC is HLA-A24:02 with pseudo-sequence HLA-A24:02. The binding affinity (normalized) is 0.536. (3) The MHC is HLA-B08:01 with pseudo-sequence HLA-B08:01. The binding affinity (normalized) is 0.0837. The peptide sequence is FPYEGGKVF.